Dataset: M1 muscarinic receptor antagonist screen with 61,756 compounds. Task: Binary Classification. Given a drug SMILES string, predict its activity (active/inactive) in a high-throughput screening assay against a specified biological target. (1) The result is 0 (inactive). The compound is Cl\C(=C\Cn1c2c(n(c(=O)n(c2=O)C)C)nc1NCCCn1ccnc1)C. (2) The drug is s1c(c(nc1c1n2c(scc2)nc1C)C1CC1)C(=O)c1cc2NC(=O)COc2cc1. The result is 0 (inactive). (3) The drug is Fc1ccc(N2C(=O)C(N3CCC(CC3)CCN3CCCC3=O)CC2=O)cc1. The result is 0 (inactive).